Task: Predict the reactants needed to synthesize the given product.. Dataset: Full USPTO retrosynthesis dataset with 1.9M reactions from patents (1976-2016) (1) The reactants are: [Cl:1][C:2]1[N:10]=[C:9]([CH3:11])[CH:8]=[CH:7][C:3]=1[C:4](Cl)=[O:5].[NH2:12][C:13]1[CH:18]=[CH:17][C:16]([C:19](=[O:28])[CH2:20][CH2:21][C:22]2[CH:27]=[CH:26][CH:25]=[CH:24][N:23]=2)=[CH:15][CH:14]=1.C(N(CC)CC)C.C(OCC)(=O)C. Given the product [Cl:1][C:2]1[N:10]=[C:9]([CH3:11])[CH:8]=[CH:7][C:3]=1[C:4]([NH:12][C:13]1[CH:14]=[CH:15][C:16]([C:19](=[O:28])[CH2:20][CH2:21][C:22]2[CH:27]=[CH:26][CH:25]=[CH:24][N:23]=2)=[CH:17][CH:18]=1)=[O:5], predict the reactants needed to synthesize it. (2) Given the product [NH:2]1[C:6]([CH2:7][NH:8][S:22]([C:19]2[CH:18]=[CH:17][C:16]([C:13]3[CH:14]=[CH:15][C:10]([CH3:9])=[CH:11][CH:12]=3)=[CH:21][CH:20]=2)(=[O:24])=[O:23])=[CH:5][N:4]=[N:3]1, predict the reactants needed to synthesize it. The reactants are: Cl.[NH:2]1[C:6]([CH2:7][NH2:8])=[CH:5][N:4]=[N:3]1.[CH3:9][C:10]1[CH:15]=[CH:14][C:13]([C:16]2[CH:21]=[CH:20][C:19]([S:22](Cl)(=[O:24])=[O:23])=[CH:18][CH:17]=2)=[CH:12][CH:11]=1. (3) Given the product [F:18][C:19]1[CH:24]=[CH:23][C:22]([CH3:25])=[CH:21][C:20]=1[NH:26][C:27]([NH:17][C:14]1[CH:15]=[CH:16][C:11]([C:10]2[CH:9]=[N:8][CH:7]=[C:6]3[N:2]([CH3:1])[N:3]=[CH:4][C:5]=23)=[CH:12][CH:13]=1)=[O:28], predict the reactants needed to synthesize it. The reactants are: [CH3:1][N:2]1[C:6]2=[CH:7][N:8]=[CH:9][C:10]([C:11]3[CH:16]=[CH:15][C:14]([NH2:17])=[CH:13][CH:12]=3)=[C:5]2[CH:4]=[N:3]1.[F:18][C:19]1[CH:24]=[CH:23][C:22]([CH3:25])=[CH:21][C:20]=1[N:26]=[C:27]=[O:28]. (4) Given the product [CH3:1][S:2]([O:44][CH2:43][CH2:42][O:41][C@@H:33]1[C@@H:34]2[C@@H:35]([O:36][C:37]([CH3:39])([CH3:40])[O:38]2)[C@H:31]([N:28]2[C:20]3[N:21]=[C:22]([S:24][CH2:25][CH2:26][CH3:27])[N:23]=[C:18]([NH:17][C@@H:15]4[CH2:16][C@H:14]4[C:9]4[CH:10]=[CH:11][C:12]([F:13])=[C:7]([F:6])[CH:8]=4)[C:19]=3[N:30]=[N:29]2)[CH2:32]1)(=[O:4])=[O:3], predict the reactants needed to synthesize it. The reactants are: [CH3:1][S:2](Cl)(=[O:4])=[O:3].[F:6][C:7]1[CH:8]=[C:9]([C@@H:14]2[CH2:16][C@H:15]2[NH:17][C:18]2[C:19]3[N:30]=[N:29][N:28]([C@H:31]4[C@@H:35]5[O:36][C:37]([CH3:40])([CH3:39])[O:38][C@@H:34]5[C@@H:33]([O:41][CH2:42][CH2:43][OH:44])[CH2:32]4)[C:20]=3[N:21]=[C:22]([S:24][CH2:25][CH2:26][CH3:27])[N:23]=2)[CH:10]=[CH:11][C:12]=1[F:13]. (5) Given the product [OH2:2].[ClH:1].[OH:2][C:3]([C:33]1[CH:34]=[CH:35][CH:36]=[CH:37][CH:38]=1)([C:27]1[CH:28]=[CH:29][CH:30]=[CH:31][CH:32]=1)[CH:4]1[CH2:9][CH2:8][N:7]([CH2:10][CH2:11][CH2:12][CH:13]([C:15]2[CH:20]=[CH:19][C:18]([C:21]([CH3:26])([CH3:25])[C:22]([OH:24])=[O:23])=[CH:17][CH:16]=2)[OH:14])[CH2:6][CH2:5]1, predict the reactants needed to synthesize it. The reactants are: [ClH:1].[OH:2][C:3]([C:33]1[CH:38]=[CH:37][CH:36]=[CH:35][CH:34]=1)([C:27]1[CH:32]=[CH:31][CH:30]=[CH:29][CH:28]=1)[CH:4]1[CH2:9][CH2:8][N:7]([CH2:10][CH2:11][CH2:12][CH:13]([C:15]2[CH:20]=[CH:19][C:18]([C:21]([CH3:26])([CH3:25])[C:22]([OH:24])=[O:23])=[CH:17][CH:16]=2)[OH:14])[CH2:6][CH2:5]1.C(O)C. (6) Given the product [O:34]=[C:6]([NH:43][C@@H:36]([C:37]1[CH:42]=[CH:41][CH:40]=[CH:39][CH:38]=1)[CH3:35])[C:7]([C@@H:9]([NH:14][C:15](=[O:33])[O:16][C@H:17]([CH2:21][C:22]1[O:23][C:24]([C:27]2[CH:32]=[CH:31][CH:30]=[CH:29][CH:28]=2)=[N:25][N:26]=1)[CH:18]([CH3:20])[CH3:19])[CH2:10][CH2:11][CH2:12][CH3:13])=[O:8], predict the reactants needed to synthesize it. The reactants are: O=[O+][O-].C([C:6](=[O:34])[C:7]([C@@H:9]([NH:14][C:15](=[O:33])[O:16][C@H:17]([CH2:21][C:22]1[O:23][C:24]([C:27]2[CH:32]=[CH:31][CH:30]=[CH:29][CH:28]=2)=[N:25][N:26]=1)[CH:18]([CH3:20])[CH3:19])[CH2:10][CH2:11][CH2:12][CH3:13])=[O:8])#N.[CH3:35][C@@H:36]([NH2:43])[C:37]1[CH:42]=[CH:41][CH:40]=[CH:39][CH:38]=1. (7) Given the product [O:6]=[C:5]([N:7]([CH2:19][C:20]1[CH:21]=[CH:22][C:23]([NH:26][C:28](=[O:42])[CH2:29][CH2:30][CH2:31][CH2:32][CH2:33][CH2:34][CH2:35]/[CH:36]=[CH:37]/[CH2:38][CH2:39][CH2:40][CH3:41])=[CH:24][CH:25]=1)[CH2:8][C:9]1[CH:10]=[CH:11][C:12]([C:15]([F:16])([F:17])[F:18])=[CH:13][CH:14]=1)[C:4]([O:3][CH2:1][CH3:2])=[O:27], predict the reactants needed to synthesize it. The reactants are: [CH2:1]([O:3][C:4](=[O:27])[C:5]([N:7]([CH2:19][C:20]1[CH:25]=[CH:24][C:23]([NH2:26])=[CH:22][CH:21]=1)[CH2:8][C:9]1[CH:14]=[CH:13][C:12]([C:15]([F:18])([F:17])[F:16])=[CH:11][CH:10]=1)=[O:6])[CH3:2].[C:28](Cl)(=[O:42])[CH2:29][CH2:30][CH2:31][CH2:32][CH2:33][CH2:34][CH2:35][CH:36]=[CH:37][CH2:38][CH2:39][CH2:40][CH3:41]. (8) The reactants are: FC(F)(F)S(O[C:7]1[C:11]2[CH2:12][N:13]([C:16](=[O:25])[NH:17][C:18]3[CH:23]=[CH:22][CH:21]=[C:20]([Cl:24])[CH:19]=3)[CH2:14][CH2:15][C:10]=2[NH:9][N:8]=1)(=O)=O.B(O)(O)[C:29]1[CH:30]=[CH:31][C:32]([CH3:35])=[CH:33][CH:34]=1.[O-]P([O-])([O-])=O.[K+].[K+].[K+].O. Given the product [Cl:24][C:20]1[CH:19]=[C:18]([NH:17][C:16]([N:13]2[CH2:14][CH2:15][C:10]3[NH:9][N:8]=[C:7]([C:29]4[CH:34]=[CH:33][C:32]([CH3:35])=[CH:31][CH:30]=4)[C:11]=3[CH2:12]2)=[O:25])[CH:23]=[CH:22][CH:21]=1, predict the reactants needed to synthesize it. (9) Given the product [CH2:1]([O:8][C:9]1[CH:10]=[CH:11][C:12]([C:15]2[C:19]3=[N:20][CH:21]=[CH:22][CH:23]=[C:18]3[N:17]([CH:31]([CH3:33])[CH3:32])[N:16]=2)=[N:13][CH:14]=1)[C:2]1[CH:3]=[CH:4][CH:5]=[CH:6][CH:7]=1, predict the reactants needed to synthesize it. The reactants are: [CH2:1]([O:8][C:9]1[CH:10]=[CH:11][C:12]([C:15]2[C:19]3=[N:20][CH:21]=[CH:22][CH:23]=[C:18]3[NH:17][N:16]=2)=[N:13][CH:14]=1)[C:2]1[CH:7]=[CH:6][CH:5]=[CH:4][CH:3]=1.C([O-])([O-])=O.[K+].[K+].I[CH:31]([CH3:33])[CH3:32].C([O-])(O)=O.[Na+].